This data is from Experimentally validated miRNA-target interactions with 360,000+ pairs, plus equal number of negative samples. The task is: Binary Classification. Given a miRNA mature sequence and a target amino acid sequence, predict their likelihood of interaction. (1) The miRNA is mmu-miR-181a-5p with sequence AACAUUCAACGCUGUCGGUGAGU. The protein sequence of the target gene is MFQRFTSLFFNTPAPPEDSNCPGAFVSEEDEVDGWLIIDLQDSYTAPPDPGASPAPAGRPPPAPSLMDESWFVTPPACFTAEGPGLGPARLQSNPLEDLLIEHPSMSVYVTGSTIVLESGPPSPHPEAALPDQDLSDGELAPALREPRALHHAAAPMPARAVLLEKAGQVRRLQRARQRAERHTLSAKVLQRQNRARESRSRRPKHQGSFIYQPCQRQFNY. Result: 1 (interaction). (2) The miRNA is hsa-miR-6867-5p with sequence UGUGUGUGUAGAGGAAGAAGGGA. The protein sequence of the target gene is MAAGTSNYWEDLRKQARQLENELDLKLVSFSKLCTSYSHSGSRDGGRDRYSSDTTPLLNGSSQDRMFETMAIEIEQLLARLTGVNDKMAEYTHSAGVPSLNAALMHTLQRHRDILQDYTHEFHKTKANFTAIRERENLMGSVRKDIESYKSGSGVNNRRTELFLKEHDHLRNSDRLIEETISIAMATKENMTSQRGMLKSIHSKMNTLANRFPAVNSLIQRINLRKRRDSLILGGVIGICTILLLLYAFH. Result: 0 (no interaction). (3) Result: 0 (no interaction). The miRNA is hsa-miR-122-5p with sequence UGGAGUGUGACAAUGGUGUUUG. The protein sequence of the target gene is MATPVVTKTAWKLQEIVAHASNVSSLVLGKASGRLLATGGDDCRVNLWSINKPNCIMSLTGHTSPVESVRLNTPEELIVAGSQSGSIRVWDLEAAKILRTLMGHKANICSLDFHPYGEFVASGSQDTNIKLWDIRRKGCVFRYRGHSQAVRCLRFSPDGKWLASAADDHTVKLWDLTAGKMMSEFPGHTGPVNVVEFHPNEYLLASGSSDRTIRFWDLEKFQVVSCIEGEPGPVRSVLFNPDGCCLYSGCQDSLRVYGWEPERCFDVVLVNWGKVADLAICNDQLIGVAFSQSNVSSYVV.... (4) The miRNA is hsa-miR-1470 with sequence GCCCUCCGCCCGUGCACCCCG. The protein sequence of the target gene is MLHLHHSCLCFRSWLPAMLAVLLSLAPSASSDISASRPNILLLMADDLGIGDIGCYGNNTMRTPNIDRLAEDGVKLTQHISAASLCTPSRAAFLTGRYPVRSGMVSSIGYRVLQWTGASGGLPTNETTFAKILKEKGYATGLIGKWHLGLNCESASDHCHHPLHHGFDHFYGMPFSLMGDCARWELSEKRVNLEQKLNFLFQVLALVALTLVAGKLTHLIPVSWMPVIWSALSAVLLLASSYFVGALIVHADCFLMRNHTITEQPMCFQRTTPLILQEVASFLKRNKHGPFLLFVSFLHV.... Result: 1 (interaction). (5) The miRNA is hsa-miR-6082 with sequence GAAUACGUCUGGUUGAUCC. The protein sequence of the target gene is MDESSLLRRRGLQKELSLPRRGRGCRSGNRKSLVVGTPSPTLSRPLSPLSVPTAGSSPLDSPRNFSAASALNFPFARRADGRRWSLASLPSSGYGTNTPSSTLSSSSSSRERLHQLPFQPTPDELHFLSKHFRSSENVLDEEGGRSPRLRPRSRSLSPGRATGTFDNEIVMMNHVYRERFPKATAQMEGRLQEFLTAYAPGARLALADGVLGFIHHQIVELARDCLAKSGENLVTSRYFLEMQEKLERLLQDAHERSDSEEVSFIVQLVRKLLIIISRPARLLECLEFDPEEFYHLLEAA.... Result: 0 (no interaction). (6) The miRNA is hsa-miR-5681b with sequence AGGUAUUGCCACCCUUUCUAGU. Result: 1 (interaction). The protein sequence of the target gene is MVNLESMHTDIKMSGDVADSTDARSTLSQVEPGNDRNGLDFNRQIKTEDLSDSLQQTLSHRPCHLSQGPAMMSGNQMSGLNASPCQDMASLHPLQQLVLVPGHLQSVSQFLLSQTQPGQQGLQPNLLPFPQQQSGLLLPQTGPGLASQAFGHPGLPGSSLEPHLEASQHLPVPKHLPSSGGADEPSDLEELEKFAKTFKQRRIKLGFTQGDVGLAMGKLYGNDFSQTTISRFEALNLSFKNMCKLKPLLEKWLNDAESSPSDPSVSTPSSYPSLSEVFGRKRKKRTSIETNIRLTLEKRF.... (7) The miRNA is hsa-miR-10b-5p with sequence UACCCUGUAGAACCGAAUUUGUG. The protein sequence of the target gene is MGVEGCTKCIKYLLFVFNFVFWLAGGVILGVALWLRHDPQTTSLLYLELGNKPAPNTFYVGIYILIAVGAVMMFVGFLGCYGAIQESQCLLGTFFTCLVILFACEVAAGIWGFVNKDQIAKDVKQFYDQALQQAVMDDDANNAKAVVKTFHETLNCCGSNALTTLTTTILRNSLCPSGGNILTPLLQQDCHQKIDELFSGKLYLIGIAAIVVAVIMIFEMILSMVLCCGIRNSSVY. Result: 0 (no interaction). (8) The miRNA is hsa-miR-6880-5p with sequence UGGUGGAGGAAGAGGGCAGCUC. The protein sequence of the target gene is MSNPRKRSIPMRDSNTGLEQLLAEDSFDESDFSEIDDSDNFSDSALEADKIRPLSHLESDGKSSTSSDSGRSMKWSARAMIPRQRYDFTGTPGRKVDVSDITDPLQYFELFFTEELVSKITRETNAQAALLASKPPGPKGFSRMDKWKDTDNDELKVFFAVMLLQGIVQKPELEMFWSTRPLLDTPYLRQIMTGERFLLLFRCLHFVNNSSISAGQSKAQISLQKIKPVFDFLVNKFSTVYTPNRNIAVDESLMLFKGPLAMKQYLPTKRVRFGLKLYVLCESQSGYVWNALVHTGPGMN.... Result: 1 (interaction). (9) The protein sequence of the target gene is MREENKGMPSGGGSDEGLASAAARGLVEKVRQLLEAGADPNGVNRFGRRAIQVMMMGSARVAELLLLHGAEPNCADPATLTRPVHDAAREGFLDTLVVLHRAGARLDVRDAWGRLPVDLAEERGHRDVAGYLRTATGD. The miRNA is hsa-miR-409-5p with sequence AGGUUACCCGAGCAACUUUGCAU. Result: 0 (no interaction).